This data is from Full USPTO retrosynthesis dataset with 1.9M reactions from patents (1976-2016). The task is: Predict the reactants needed to synthesize the given product. (1) Given the product [Cl:1][C:2]1[N:3]=[CH:4][N:5]=[C:6]([NH2:11])[C:7]=1[CH2:8][CH3:9], predict the reactants needed to synthesize it. The reactants are: [Cl:1][C:2]1[C:7]([CH2:8][CH3:9])=[C:6](Cl)[N:5]=[CH:4][N:3]=1.[NH3:11]. (2) Given the product [CH2:24]([C:18]1[CH:19]=[C:14]([C:13]2[CH:7]=[CH:6][C:5]([OH:4])=[C:11]([CH2:10][CH:9]=[CH2:8])[CH:12]=2)[CH:15]=[CH:16][C:17]=1[OH:20])[CH:23]=[CH2:22], predict the reactants needed to synthesize it. The reactants are: C([O:4][CH2:5][CH:6]=[CH2:7])C=C.[CH:8]1[C:13]([C:14]2[CH:19]=[CH:18][C:17]([OH:20])=[CH:16][CH:15]=2)=[CH:12][CH:11]=[C:10](O)[CH:9]=1.[CH2:22](OCCCCCCCCCCCC)[CH2:23][CH2:24]CCCCCCCCC. (3) Given the product [OH:37][CH:36]1[CH:32]([NH:31][C:7](=[O:9])[C:2]2[CH:3]=[CH:4][CH:5]=[CH:6][N:1]=2)[CH2:33][N:34]([C:38]([O:40][CH2:41][C:42]2[CH:47]=[CH:46][CH:45]=[CH:44][CH:43]=2)=[O:39])[CH2:35]1, predict the reactants needed to synthesize it. The reactants are: [N:1]1[CH:6]=[CH:5][CH:4]=[CH:3][C:2]=1[C:7]([OH:9])=O.C1C=CC2N(O)N=NC=2C=1.CCN=C=NCCCN(C)C.[NH2:31][CH:32]1[CH:36]([OH:37])[CH2:35][N:34]([C:38]([O:40][CH2:41][C:42]2[CH:47]=[CH:46][CH:45]=[CH:44][CH:43]=2)=[O:39])[CH2:33]1. (4) The reactants are: [Cl:1][C:2]1[CH:3]=[C:4]([CH:9]([C:11]2[CH:16]=[CH:15][CH:14]=[CH:13][CH:12]=2)O)[CH:5]=[CH:6][C:7]=1[Cl:8].S(Cl)([Cl:19])=O. Given the product [Cl:8][C:7]1[CH:6]=[CH:5][C:4]([CH:9]([Cl:19])[C:11]2[CH:16]=[CH:15][CH:14]=[CH:13][CH:12]=2)=[CH:3][C:2]=1[Cl:1], predict the reactants needed to synthesize it. (5) Given the product [ClH:30].[Br:1][C:2]1[CH:3]=[C:4]([CH:9]2[C:18]3[C:17](=[O:19])[CH2:16][NH:15][CH2:14][C:13]=3[NH:12][C:11]3[CH2:25][O:26][CH2:27][C:28](=[O:29])[C:10]2=3)[CH:5]=[CH:6][C:7]=1[F:8], predict the reactants needed to synthesize it. The reactants are: [Br:1][C:2]1[CH:3]=[C:4]([CH:9]2[C:18]3[C:17](=[O:19])[CH2:16][N:15](C(OC=C)=O)[CH2:14][C:13]=3[NH:12][C:11]3[CH2:25][O:26][CH2:27][C:28](=[O:29])[C:10]2=3)[CH:5]=[CH:6][C:7]=1[F:8].[ClH:30]. (6) The reactants are: [Cl:1][C:2]1[CH:7]=[C:6]([Cl:8])[CH:5]=[CH:4][C:3]=1[CH2:9][C:10]([OH:12])=O.[CH3:13][C:14]1[N:15]=[C:16]([NH2:25])[S:17][C:18]=1[CH2:19][CH2:20][O:21][N+:22]([O-:24])=[O:23]. Given the product [Cl:1][C:2]1[CH:7]=[C:6]([Cl:8])[CH:5]=[CH:4][C:3]=1[CH2:9][C:10]([NH:25][C:16]1[S:17][C:18]([CH2:19][CH2:20][O:21][N+:22]([O-:24])=[O:23])=[C:14]([CH3:13])[N:15]=1)=[O:12], predict the reactants needed to synthesize it.